This data is from Forward reaction prediction with 1.9M reactions from USPTO patents (1976-2016). The task is: Predict the product of the given reaction. (1) Given the reactants C([Li])C[CH2:3][CH3:4].[CH2:6]1[CH2:10][O:9][CH2:8][CH2:7]1.[CH3:11][N:12](C=O)C.[Cl-].[NH4+].[C:18]([O:21][CH2:22][CH3:23])(=[O:20])[CH3:19], predict the reaction product. The product is: [CH2:22]([O:21][CH:18]([O:20][CH2:3][CH3:4])[C:19]1[CH:8]=[CH:7][C:6]([CH:10]=[O:9])=[N:12][CH:11]=1)[CH3:23]. (2) Given the reactants [CH3:1][C:2]1[NH:3][C:4]2[C:9]([CH:10]=1)=[C:8]([C:11]([F:14])([F:13])[F:12])[C:7]([C:15]#[N:16])=[CH:6][CH:5]=2.Cl[CH2:18][C:19]1[N:20]=[C:21]([C:24]2[CH:29]=[CH:28][C:27]([Cl:30])=[CH:26][CH:25]=2)[S:22][CH:23]=1, predict the reaction product. The product is: [Cl:30][C:27]1[CH:26]=[CH:25][C:24]([C:21]2[S:22][CH:23]=[C:19]([CH2:18][N:3]3[C:4]4[C:9](=[C:8]([C:11]([F:12])([F:14])[F:13])[C:7]([C:15]#[N:16])=[CH:6][CH:5]=4)[CH:10]=[C:2]3[CH3:1])[N:20]=2)=[CH:29][CH:28]=1. (3) Given the reactants C(OC([NH:8][C@@H:9]1[CH2:13][CH2:12][C@H:11]([CH2:14][PH:15](=[O:20])[O:16]C(C)C)[CH2:10]1)=O)(C)(C)C, predict the reaction product. The product is: [NH2:8][C@@H:9]1[CH2:13][CH2:12][C@H:11]([CH2:14][PH:15](=[O:16])[OH:20])[CH2:10]1. (4) Given the reactants Cl[C:2]1[C:3]([F:22])=[CH:4][N:5]2[C:10]([C:11]=1[CH3:12])=[C:9]([CH:13]1[CH2:15][CH2:14]1)[CH:8]=[C:7]([C:16]([O:18][CH2:19][CH3:20])=[O:17])[C:6]2=[O:21].[F:23][C:24]1[CH:30]=[C:29](B2OC(C)(C)C(C)(C)O2)[C:28]([F:40])=[CH:27][C:25]=1[NH2:26].C1(P(C2CCCCC2)C2CCCCC2)CCCCC1.[F-].[Cs+], predict the reaction product. The product is: [NH2:26][C:25]1[C:24]([F:23])=[CH:30][C:29]([C:2]2[C:3]([F:22])=[CH:4][N:5]3[C:10]([C:11]=2[CH3:12])=[C:9]([CH:13]2[CH2:15][CH2:14]2)[CH:8]=[C:7]([C:16]([O:18][CH2:19][CH3:20])=[O:17])[C:6]3=[O:21])=[C:28]([F:40])[CH:27]=1.